Dataset: Reaction yield outcomes from USPTO patents with 853,638 reactions. Task: Predict the reaction yield, written as a fraction of the theoretical maximum amount of product (1.0 means a 100% yield; for example, 0.34 means a 34% yield). (1) The reactants are [Cl:1][C:2]1[CH:7]=[C:6]([Cl:8])[CH:5]=[CH:4][C:3]=1[CH2:9][N:10]1[C:15](=[O:16])[C:14]([C:17]([NH:19][CH2:20][C:21]([O:23]CC)=[O:22])=[O:18])=[C:13]([OH:26])[C:12]([C:27](OC)=[O:28])=[C:11]1[OH:31].[CH2:32]([NH2:37])[C:33]([CH3:36])([CH3:35])[CH3:34]. The catalyst is C(Cl)(Cl)Cl. The product is [Cl:1][C:2]1[CH:7]=[C:6]([Cl:8])[CH:5]=[CH:4][C:3]=1[CH2:9][N:10]1[C:11]([OH:31])=[C:12]([C:27]([NH:37][CH2:32][C:33]([CH3:36])([CH3:35])[CH3:34])=[O:28])[C:13]([OH:26])=[C:14]([C:17]([NH:19][CH2:20][C:21]([OH:23])=[O:22])=[O:18])[C:15]1=[O:16]. The yield is 0.880. (2) The reactants are [NH2:1][C:2]1[S:3][CH:4]=[C:5]([C:12]2[O:13][CH:14]=[CH:15][CH:16]=2)[C:6]=1[C:7](OCC)=[O:8].[CH:17]([NH2:19])=O. No catalyst specified. The product is [OH:8][C:7]1[C:6]2[C:5]([C:12]3[O:13][CH:14]=[CH:15][CH:16]=3)=[CH:4][S:3][C:2]=2[N:1]=[CH:17][N:19]=1. The yield is 0.524.